This data is from Full USPTO retrosynthesis dataset with 1.9M reactions from patents (1976-2016). The task is: Predict the reactants needed to synthesize the given product. (1) Given the product [OH:34][C:31]([CH3:33])([CH3:32])[CH2:30][N:27]1[C:28]([CH3:29])=[C:24]([C:22]([NH:21][C:18]2[CH:19]=[CH:20][C:15]([C:6]3[CH:7]=[CH:8][CH:9]=[C:10]4[C:5]=3[CH:4]=[CH:3][N:2]=[CH:1]4)=[C:16]([CH3:42])[CH:17]=2)=[O:23])[C:25](=[O:41])[N:26]1[C:35]1[CH:40]=[CH:39][CH:38]=[CH:37][CH:36]=1, predict the reactants needed to synthesize it. The reactants are: [CH:1]1[C:10]2[C:5](=[C:6](B(O)O)[CH:7]=[CH:8][CH:9]=2)[CH:4]=[CH:3][N:2]=1.Br[C:15]1[CH:20]=[CH:19][C:18]([NH:21][C:22]([C:24]2[C:25](=[O:41])[N:26]([C:35]3[CH:40]=[CH:39][CH:38]=[CH:37][CH:36]=3)[N:27]([CH2:30][C:31]([OH:34])([CH3:33])[CH3:32])[C:28]=2[CH3:29])=[O:23])=[CH:17][C:16]=1[CH3:42].C([O-])(O)=O.[Na+].N#N. (2) Given the product [O:1]=[C:2]1[N:8]2[CH2:9][C@@H:4]([CH2:5][CH2:6][C@H:7]2[C:10]([NH:12][NH:13][C:14]([C@@H:16]2[CH2:21][CH2:20][CH2:19][CH2:18][NH:17]2)=[O:15])=[O:11])[N:3]1[O:29][S:30]([OH:33])(=[O:32])=[O:31], predict the reactants needed to synthesize it. The reactants are: [O:1]=[C:2]1[N:8]2[CH2:9][C@@H:4]([CH2:5][CH2:6][C@H:7]2[C:10]([NH:12][NH:13][C:14]([C@@H:16]2[CH2:21][CH2:20][CH2:19][CH2:18][N:17]2C(OC(C)(C)C)=O)=[O:15])=[O:11])[N:3]1[O:29][S:30]([OH:33])(=[O:32])=[O:31].FC(F)(F)C(O)=O.